This data is from Catalyst prediction with 721,799 reactions and 888 catalyst types from USPTO. The task is: Predict which catalyst facilitates the given reaction. (1) Reactant: [CH:1]1[C:10]2[C:5](=[CH:6][CH:7]=[CH:8][CH:9]=2)[CH:4]=[CH:3][C:2]=1[OH:11].[OH-].[Na+].[CH2:14](Br)[CH2:15][CH2:16][CH3:17].O. Product: [CH2:14]([O:11][C:2]1[CH:3]=[CH:4][C:5]2[C:10](=[CH:9][CH:8]=[CH:7][CH:6]=2)[CH:1]=1)[CH2:15][CH2:16][CH3:17]. The catalyst class is: 8. (2) Reactant: [OH:1][C:2]1[CH:10]=[CH:9][CH:8]=[C:7]2[C:3]=1[CH:4]=[CH:5][NH:6]2.[CH3:11][O:12][C:13]1[CH:14]=[C:15]([CH:18]=[CH:19][CH:20]=1)[CH:16]=O.[C:21](#[N:25])[CH2:22][C:23]#[N:24].N1CCCCC1. Product: [NH2:25][C:21]1[O:1][CH:2]2[C:3]3[C:7](=[CH:8][CH:9]=[C:10]2[CH:16]([C:15]2[CH:18]=[CH:19][CH:20]=[C:13]([O:12][CH3:11])[CH:14]=2)[C:22]=1[C:23]#[N:24])[N:6]=[CH:5][CH:4]=3. The catalyst class is: 8.